From a dataset of Forward reaction prediction with 1.9M reactions from USPTO patents (1976-2016). Predict the product of the given reaction. (1) Given the reactants [C:1]([O:5][C:6](=[O:19])[NH:7][CH2:8][CH2:9][C:10]1[CH:15]=[CH:14][CH:13]=[C:12]([N+:16]([O-])=O)[CH:11]=1)([CH3:4])([CH3:3])[CH3:2], predict the reaction product. The product is: [C:1]([O:5][C:6](=[O:19])[NH:7][CH2:8][CH2:9][C:10]1[CH:15]=[CH:14][CH:13]=[C:12]([NH2:16])[CH:11]=1)([CH3:4])([CH3:2])[CH3:3]. (2) The product is: [CH2:14]([N:11]([CH2:12][CH3:13])[CH2:10][CH2:9][NH:8][C:6](=[O:7])[C:5]1[CH:16]=[CH:17][C:2]([N:1]([S:28]([CH3:27])(=[O:30])=[O:29])[S:28]([CH3:27])(=[O:30])=[O:29])=[CH:3][C:4]=1[O:18][CH3:19])[CH3:15]. Given the reactants [NH2:1][C:2]1[CH:17]=[CH:16][C:5]([C:6]([NH:8][CH2:9][CH2:10][N:11]([CH2:14][CH3:15])[CH2:12][CH3:13])=[O:7])=[C:4]([O:18][CH3:19])[CH:3]=1.C(N(CC)CC)C.[CH3:27][S:28](Cl)(=[O:30])=[O:29].C(=O)(O)[O-].[Na+], predict the reaction product. (3) Given the reactants [CH2:1]([O:3][C:4]([C:6]1[O:7][C:8]2[CH:14]=[CH:13][C:12]([C:15]([CH2:26][CH3:27])([C:18]3[CH:23]=[CH:22][C:21]([OH:24])=[C:20]([CH3:25])[CH:19]=3)[CH2:16][CH3:17])=[CH:11][C:9]=2[CH:10]=1)=[O:5])[CH3:2].Br[CH2:29][C:30](=[O:35])[C:31]([CH3:34])([CH3:33])[CH3:32].C([O-])([O-])=O.[K+].[K+], predict the reaction product. The product is: [CH2:1]([O:3][C:4]([C:6]1[O:7][C:8]2[CH:14]=[CH:13][C:12]([C:15]([C:18]3[CH:23]=[CH:22][C:21]([O:24][CH2:29][C:30](=[O:35])[C:31]([CH3:34])([CH3:33])[CH3:32])=[C:20]([CH3:25])[CH:19]=3)([CH2:26][CH3:27])[CH2:16][CH3:17])=[CH:11][C:9]=2[CH:10]=1)=[O:5])[CH3:2]. (4) Given the reactants [Br:1][C:2]1[C:3]([CH3:16])=[C:4](/[CH:8]=[N:9]/[S@@:10]([C:12]([CH3:15])([CH3:14])[CH3:13])=[O:11])[CH:5]=[N:6][CH:7]=1.CC([S@](N)=O)(C)C.BrC1C(C)=C(C=O)C=NC=1.[BH4-].[Na+], predict the reaction product. The product is: [Br:1][C:2]1[C:3]([CH3:16])=[C:4]([CH2:8][NH:9][S@@:10]([C:12]([CH3:14])([CH3:13])[CH3:15])=[O:11])[CH:5]=[N:6][CH:7]=1.